This data is from Catalyst prediction with 721,799 reactions and 888 catalyst types from USPTO. The task is: Predict which catalyst facilitates the given reaction. (1) Reactant: [Cl:1][C:2]1[CH:7]=[CH:6][C:5]([NH:8][C:9](=[O:15])[O:10][C:11]([CH3:14])([CH3:13])[CH3:12])=[CH:4][CH:3]=1.C([Li])(CC)C.[F:21][C:22]([F:32])([F:31])[C:23]1[C:28]([CH:29]=[O:30])=[CH:27][CH:26]=[CH:25][N:24]=1.[Cl-].[NH4+]. Product: [Cl:1][C:2]1[CH:3]=[CH:4][C:5]([NH:8][C:9](=[O:15])[O:10][C:11]([CH3:12])([CH3:14])[CH3:13])=[C:6]([CH:29]([OH:30])[C:28]2[C:23]([C:22]([F:32])([F:21])[F:31])=[N:24][CH:25]=[CH:26][CH:27]=2)[CH:7]=1. The catalyst class is: 188. (2) Reactant: [NH2:1][C:2]1[C:3]([F:12])=[C:4]([CH:9]=[CH:10][CH:11]=1)[C:5]([O:7][CH3:8])=[O:6].N1C=CC=CC=1.[F:19][C:20]1[CH:25]=[CH:24][CH:23]=[C:22]([F:26])[C:21]=1[S:27](Cl)(=[O:29])=[O:28]. Product: [F:19][C:20]1[CH:25]=[CH:24][CH:23]=[C:22]([F:26])[C:21]=1[S:27]([NH:1][C:2]1[C:3]([F:12])=[C:4]([CH:9]=[CH:10][CH:11]=1)[C:5]([O:7][CH3:8])=[O:6])(=[O:29])=[O:28]. The catalyst class is: 2. (3) Reactant: [CH3:1][C:2]1[CH:40]=[C:39]([CH3:41])[CH:38]=[CH:37][C:3]=1[C:4]([O:6][CH2:7][C:8]1[CH:13]=[CH:12][C:11]([CH:14]([CH2:28][NH:29]C(OC(C)(C)C)=O)[C:15]([NH:17][C:18]2[CH:23]=[CH:22][C:21]([C:24](=[O:26])[NH2:25])=[C:20]([F:27])[CH:19]=2)=[O:16])=[CH:10][CH:9]=1)=[O:5].Cl. Product: [CH3:1][C:2]1[CH:40]=[C:39]([CH3:41])[CH:38]=[CH:37][C:3]=1[C:4]([O:6][CH2:7][C:8]1[CH:9]=[CH:10][C:11]([CH:14]([CH2:28][NH2:29])[C:15]([NH:17][C:18]2[CH:23]=[CH:22][C:21]([C:24](=[O:26])[NH2:25])=[C:20]([F:27])[CH:19]=2)=[O:16])=[CH:12][CH:13]=1)=[O:5]. The catalyst class is: 2. (4) Reactant: [C:1]([O:5][C:6]([N:8]1[CH2:13][CH2:12][CH:11]([CH2:14][CH:15]=[CH2:16])[CH2:10][CH2:9]1)=[O:7])([CH3:4])([CH3:3])[CH3:2].B1C2CCCC1CCC2.Br[C:27]1[CH:32]=[CH:31][C:30]([F:33])=[CH:29][CH:28]=1.C(=O)([O-])[O-].[K+].[K+]. Product: [C:1]([O:5][C:6]([N:8]1[CH2:13][CH2:12][CH:11]([CH2:14][CH2:15][CH2:16][C:27]2[CH:32]=[CH:31][C:30]([F:33])=[CH:29][CH:28]=2)[CH2:10][CH2:9]1)=[O:7])([CH3:4])([CH3:3])[CH3:2]. The catalyst class is: 710.